Dataset: Forward reaction prediction with 1.9M reactions from USPTO patents (1976-2016). Task: Predict the product of the given reaction. (1) Given the reactants [CH3:1][C:2]([OH:41])([C:4]1[CH:5]=[CH:6][CH:7]=[CH:8][C:9]=1[CH2:10][CH2:11][C@@H:12]([S:32][CH2:33][C:34]1([CH2:37][C:38]([OH:40])=[O:39])[CH2:36][CH2:35]1)[C:13]1[CH:14]=[CH:15][CH:16]=[C:17](/[CH:19]=[CH:20]/[C:21]2[CH:22]=[CH:23][C:24]3[CH:25]=[CH:26][C:27]([Cl:31])=[CH:28][C:29]=3[N:30]=2)[CH:18]=1)[CH3:3].[H][H].[OH-].[Na+].[Li+].[OH-].[OH-].[K+], predict the reaction product. The product is: [CH:29]1([NH:30][CH:21]2[CH2:20][CH2:19][CH2:17][CH2:23][CH2:22]2)[CH2:24][CH2:25][CH2:26][CH2:27][CH2:28]1.[CH3:3][C:2]([OH:41])([C:4]1[C:9]([CH2:10][CH2:11][C@@H:12]([S:32][CH2:33][C:34]2([CH2:37][C:38]([OH:40])=[O:39])[CH2:35][CH2:36]2)[C:13]2[CH:18]=[C:17](/[CH:19]=[CH:20]/[C:21]3[CH:22]=[CH:23][C:24]4[CH:25]=[CH:26][C:27]([Cl:31])=[CH:28][C:29]=4[N:30]=3)[CH:16]=[CH:15][CH:14]=2)=[CH:8][CH:7]=[CH:6][CH:5]=1)[CH3:1].[CH2:26]1[CH2:25][CH2:24][CH:29]([NH:30][CH:21]2[CH2:20][CH2:19][CH2:17][CH2:23][CH2:22]2)[CH2:28][CH2:27]1. (2) The product is: [CH2:1]([O:4][C:5]1([CH3:38])[CH2:10][CH2:9][N:8]([C:11]2[C:12]3[N:13]([N:28]=[C:29]([C:31]4[CH:32]=[C:33]([C:43]5[CH:44]=[CH:45][C:40]([F:39])=[CH:41][C:42]=5[OH:49])[CH:34]=[CH:35][CH:36]=4)[CH:30]=3)[CH:14]=[C:15]([CH3:27])[C:16]=2[C@H:17]([O:22][C:23]([CH3:26])([CH3:25])[CH3:24])[C:18]([O:20][CH3:21])=[O:19])[CH2:7][CH2:6]1)[CH:2]=[CH2:3]. Given the reactants [CH2:1]([O:4][C:5]1([CH3:38])[CH2:10][CH2:9][N:8]([C:11]2[C:12]3[N:13]([N:28]=[C:29]([C:31]4[CH:36]=[CH:35][CH:34]=[C:33](Br)[CH:32]=4)[CH:30]=3)[CH:14]=[C:15]([CH3:27])[C:16]=2[C@H:17]([O:22][C:23]([CH3:26])([CH3:25])[CH3:24])[C:18]([O:20][CH3:21])=[O:19])[CH2:7][CH2:6]1)[CH:2]=[CH2:3].[F:39][C:40]1[CH:45]=[CH:44][C:43](B(O)O)=[C:42]([OH:49])[CH:41]=1.C([O-])([O-])=O.[Na+].[Na+], predict the reaction product. (3) The product is: [Cl:1][C:2]1[CH:7]=[CH:6][C:5]([O:8][C:9]2[CH:16]=[CH:15][C:14]([CH2:17][O:18][C:19]3[CH:24]=[CH:23][N:22]([CH2:33][C:34]4[CH:35]=[N:36][N:37]([CH3:39])[CH:38]=4)[C:21](=[O:25])[CH:20]=3)=[CH:13][C:10]=2[C:11]#[N:12])=[CH:4][C:3]=1[C:26]([F:29])([F:27])[F:28]. Given the reactants [Cl:1][C:2]1[CH:7]=[CH:6][C:5]([O:8][C:9]2[CH:16]=[CH:15][C:14]([CH2:17][O:18][C:19]3[CH:24]=[CH:23][NH:22][C:21](=[O:25])[CH:20]=3)=[CH:13][C:10]=2[C:11]#[N:12])=[CH:4][C:3]=1[C:26]([F:29])([F:28])[F:27].[H-].[Na+].Cl[CH2:33][C:34]1[CH:35]=[N:36][N:37]([CH3:39])[CH:38]=1, predict the reaction product. (4) Given the reactants C[O:2][C:3](=[O:30])[CH2:4][N:5]1[C:14]2[C:9](=[CH:10][C:11]([S:15][CH2:16][C:17]3[CH:21]=[C:20]([C:22]4[CH:27]=[CH:26][C:25]([Cl:28])=[CH:24][CH:23]=4)[O:19][N:18]=3)=[CH:12][CH:13]=2)[CH2:8][CH2:7][C:6]1=[O:29].ClC1C=CC(C(=O)CCCSC2C=CC(OCC(O)=O)=C3C=2CCC3)=CC=1, predict the reaction product. The product is: [Cl:28][C:25]1[CH:24]=[CH:23][C:22]([C:20]2[O:19][N:18]=[C:17]([CH2:16][S:15][C:11]3[CH:10]=[C:9]4[C:14](=[CH:13][CH:12]=3)[N:5]([CH2:4][C:3]([OH:30])=[O:2])[C:6](=[O:29])[CH2:7][CH2:8]4)[CH:21]=2)=[CH:27][CH:26]=1. (5) The product is: [CH3:35][O:34][P:30]([C:26]1[CH:25]=[C:24]2[C:29](=[CH:28][CH:27]=1)[NH:21][N:22]=[C:23]2[C:2]1[S:1][CH:5]=[CH:4][CH:3]=1)(=[O:31])[O:32][CH3:33]. Given the reactants [S:1]1[CH:5]=[CH:4][CH:3]=[C:2]1B(O)O.C(=O)(O)[O-].[Na+].C(OC([N:21]1[C:29]2[C:24](=[CH:25][C:26]([P:30]([O:34][CH3:35])([O:32][CH3:33])=[O:31])=[CH:27][CH:28]=2)[C:23](I)=[N:22]1)=O)(C)(C)C, predict the reaction product.